Dataset: Catalyst prediction with 721,799 reactions and 888 catalyst types from USPTO. Task: Predict which catalyst facilitates the given reaction. Product: [Cl:39][C:22]1[C:23]([CH2:25][O:26][C:27]2[CH:38]=[C:31]3[C:30](=[CH:29][CH:28]=2)[O:35][C:34]([CH3:37])([CH3:36])[CH2:33][CH2:32]3)=[CH:24][C:19]2[O:18][N:17]=[C:16]([NH2:8])[C:20]=2[CH:21]=1. The catalyst class is: 2. Reactant: C(OC([N:8]([C:16]1[C:20]2[CH:21]=[C:22]([Cl:39])[C:23]([CH2:25][O:26][C:27]3[CH:28]=[CH:29][C:30]4[O:35][C:34]([CH3:37])([CH3:36])[CH2:33][CH2:32][C:31]=4[CH:38]=3)=[CH:24][C:19]=2[O:18][N:17]=1)C(=O)OC(C)(C)C)=O)(C)(C)C.C(O)(C(F)(F)F)=O.C([O-])([O-])=O.[Na+].[Na+].